Dataset: Reaction yield outcomes from USPTO patents with 853,638 reactions. Task: Predict the reaction yield, written as a fraction of the theoretical maximum amount of product (1.0 means a 100% yield; for example, 0.34 means a 34% yield). (1) The reactants are [N:1]1([C:7]2[CH:8]=[C:9]([C:17]([O:19][CH3:20])=[O:18])[C:10]3[NH:14][C:13](=O)[NH:12][C:11]=3[CH:16]=2)[CH2:6][CH2:5][O:4][CH2:3][CH2:2]1.CN(C)C1C=CC=CC=1.O=P(Cl)(Cl)[Cl:32]. No catalyst specified. The product is [Cl:32][C:13]1[NH:14][C:10]2[C:9]([C:17]([O:19][CH3:20])=[O:18])=[CH:8][C:7]([N:1]3[CH2:6][CH2:5][O:4][CH2:3][CH2:2]3)=[CH:16][C:11]=2[N:12]=1. The yield is 0.230. (2) The reactants are Cl[C:2]1[CH:11]=[N:10][C:9]2[C:4](=[CH:5][CH:6]=[CH:7][CH:8]=2)[N:3]=1.[NH3:12]. The catalyst is CO. The product is [N:3]1[C:4]2[C:9](=[CH:8][CH:7]=[CH:6][CH:5]=2)[N:10]=[CH:11][C:2]=1[NH2:12]. The yield is 0.0500. (3) The reactants are [CH3:1][O:2][C:3](=[O:10])[C:4]([CH2:6][N:7]([CH3:9])[CH3:8])=[CH2:5].CO[CH2:13][N:14]([CH2:20][C:21]1[CH:26]=[CH:25][CH:24]=[CH:23][CH:22]=1)[CH2:15][Si](C)(C)C.FC(F)(F)C(O)=O.C([O-])(O)=O.[Na+]. The catalyst is ClCCl. The product is [CH3:1][O:2][C:3]([C:4]1([CH2:6][N:7]([CH3:9])[CH3:8])[CH2:5][CH2:13][N:14]([CH2:20][C:21]2[CH:22]=[CH:23][CH:24]=[CH:25][CH:26]=2)[CH2:15]1)=[O:10]. The yield is 0.780. (4) The reactants are [O:1]1[C:5]2[CH:6]=[CH:7][CH:8]=[CH:9][C:4]=2[CH:3]=[C:2]1[C:10]([OH:12])=O.[CH3:13][C:14]1([CH3:28])[C:18]([CH3:20])([CH3:19])[O:17][B:16]([C:21]2[CH:26]=[CH:25][C:24]([NH2:27])=[CH:23][CH:22]=2)[O:15]1. No catalyst specified. The product is [CH3:19][C:18]1([CH3:20])[C:14]([CH3:13])([CH3:28])[O:15][B:16]([C:21]2[CH:26]=[CH:25][C:24]([NH:27][C:10]([C:2]3[O:1][C:5]4[CH:6]=[CH:7][CH:8]=[CH:9][C:4]=4[CH:3]=3)=[O:12])=[CH:23][CH:22]=2)[O:17]1. The yield is 0.830.